From a dataset of Full USPTO retrosynthesis dataset with 1.9M reactions from patents (1976-2016). Predict the reactants needed to synthesize the given product. (1) Given the product [Cl:1][C:2]1[CH:3]=[CH:4][C:5]([CH2:6][NH:7][C:8]([C:10]2[C:19](=[O:20])[C:18]3[CH:17]=[CH:16][C:15](=[O:22])[NH:14][C:13]=3[N:12]([CH3:24])[CH:11]=2)=[O:9])=[CH:25][CH:26]=1, predict the reactants needed to synthesize it. The reactants are: [Cl:1][C:2]1[CH:26]=[CH:25][C:5]([CH2:6][NH:7][C:8]([C:10]2[C:19](=[O:20])[C:18]3[C:13](=[N:14][C:15]([O:22]C)=[C:16](I)[CH:17]=3)[N:12]([CH3:24])[CH:11]=2)=[O:9])=[CH:4][CH:3]=1.Cl.N1C=CC=CC=1. (2) The reactants are: [CH:1]1[C:6]2[C:7]([N:16]3[CH2:21][CH2:20][N:19]([CH2:22][CH2:23][OH:24])[CH2:18][CH2:17]3)=[N:8][C:9]3[CH:15]=[CH:14][CH:13]=[CH:12][C:10]=3[S:11][C:5]=2[CH:4]=[CH:3][CH:2]=1.Br[CH2:26][CH2:27][O:28][CH:29]1[CH2:34][CH2:33][CH2:32][CH2:31][O:30]1.[OH-].[Na+]. Given the product [O:30]1[CH2:31][CH2:32][CH2:33][CH2:34][CH:29]1[O:28][CH2:27][CH2:26][O:24][CH2:23][CH2:22][N:19]1[CH2:18][CH2:17][N:16]([C:7]2=[N:8][C:9]3[CH:15]=[CH:14][CH:13]=[CH:12][C:10]=3[S:11][C:5]3[CH:4]=[CH:3][CH:2]=[CH:1][C:6]2=3)[CH2:21][CH2:20]1, predict the reactants needed to synthesize it. (3) Given the product [CH3:5][O:6][C:7](=[O:17])[C@H:8]([CH2:10][C:11]1[CH:12]=[CH:13][CH:14]=[CH:15][CH:16]=1)[NH:3][CH:1]=[O:2], predict the reactants needed to synthesize it. The reactants are: [CH:1]([NH2:3])=[O:2].Cl.[CH3:5][O:6][C:7](=[O:17])[C@H:8]([CH2:10][C:11]1[CH:16]=[CH:15][CH:14]=[CH:13][CH:12]=1)N. (4) The reactants are: [C:1]1([C:7]2[C:8]([C:20]3[CH:27]=[CH:26][C:23]([CH:24]=O)=[CH:22][CH:21]=3)=[N:9][C:10]3[CH:11]=[CH:12][N:13]4[CH:19]=[N:18][N:17]=[C:14]4[C:15]=3[CH:16]=2)[CH:6]=[CH:5][CH:4]=[CH:3][CH:2]=1.[NH2:28][CH2:29][C:30]1[CH:35]=[CH:34][C:33]([OH:36])=[CH:32][CH:31]=1.C(O)(=O)C.C(O[BH-](OC(=O)C)OC(=O)C)(=O)C.[Na+]. Given the product [C:1]1([C:7]2[C:8]([C:20]3[CH:21]=[CH:22][C:23]([CH2:24][NH:28][CH2:29][C:30]4[CH:35]=[CH:34][C:33]([OH:36])=[CH:32][CH:31]=4)=[CH:26][CH:27]=3)=[N:9][C:10]3[CH:11]=[CH:12][N:13]4[CH:19]=[N:18][N:17]=[C:14]4[C:15]=3[CH:16]=2)[CH:6]=[CH:5][CH:4]=[CH:3][CH:2]=1, predict the reactants needed to synthesize it. (5) Given the product [CH:8]([O:11][C:12]([N:14]1[CH2:20][CH2:19][CH2:18][CH:17]([N:21]([CH2:22][C:23]2[CH:28]=[C:27]([C:29]([F:32])([F:31])[F:30])[CH:26]=[C:25]([C:33]([F:35])([F:34])[F:36])[CH:24]=2)[CH2:37][CH3:38])[C:16]2[CH:40]=[CH:41][C:42]([Cl:44])=[CH:43][C:15]1=2)=[O:13])([CH3:9])[CH3:10], predict the reactants needed to synthesize it. The reactants are: C(O)(=O)C.C(=O)C.[CH:8]([O:11][C:12]([N:14]1[CH2:20][CH2:19][CH2:18][CH:17]([N:21]([C:37](=O)[CH3:38])[CH2:22][C:23]2[CH:28]=[C:27]([C:29]([F:32])([F:31])[F:30])[CH:26]=[C:25]([C:33]([F:36])([F:35])[F:34])[CH:24]=2)[C:16]2[CH:40]=[CH:41][C:42]([Cl:44])=[CH:43][C:15]1=2)=[O:13])([CH3:10])[CH3:9].C(O[BH-](OC(=O)C)OC(=O)C)(=O)C.[Na+]. (6) Given the product [CH2:13]([N:15]1[C:4]([NH2:5])=[CH:3][C:2]([CH3:6])=[N:16]1)[CH3:14], predict the reactants needed to synthesize it. The reactants are: N/[C:2](/[CH3:6])=[CH:3]\[C:4]#[N:5].C(O)(=O)C(O)=O.[CH2:13]([NH:15][NH2:16])[CH3:14].C([O-])(=O)C.[Na+].